This data is from Reaction yield outcomes from USPTO patents with 853,638 reactions. The task is: Predict the reaction yield, written as a fraction of the theoretical maximum amount of product (1.0 means a 100% yield; for example, 0.34 means a 34% yield). (1) The reactants are [Cl:1][C:2]1[CH:7]=[C:6]([O:8]C)[CH:5]=[CH:4][C:3]=1[CH:10]([CH3:24])[C:11]([C:17]1[CH:22]=[CH:21][N:20]=[C:19]([CH3:23])[CH:18]=1)([OH:16])[C:12]([F:15])([F:14])[F:13].C([O-])([O-])=O.[Na+].[Na+]. The catalyst is Br. The product is [Cl:1][C:2]1[CH:7]=[C:6]([OH:8])[CH:5]=[CH:4][C:3]=1[CH:10]([CH3:24])[C:11]([OH:16])([C:17]1[CH:22]=[CH:21][N:20]=[C:19]([CH3:23])[CH:18]=1)[C:12]([F:15])([F:13])[F:14]. The yield is 0.880. (2) The reactants are [CH:1]1([NH2:5])[CH2:4][CH2:3][CH2:2]1.[CH3:6][O:7][C:8](=[O:20])[C:9]1[CH:14]=[C:13]([S:15]([CH3:18])(=[O:17])=[O:16])[N:12]=[C:11](Cl)[CH:10]=1.C1(P(C2C=CC=CC=2)C2C=CC3C(=CC=CC=3)C=2C2C3C(=CC=CC=3)C=CC=2P(C2C=CC=CC=2)C2C=CC=CC=2)C=CC=CC=1.C(=O)([O-])[O-].[Cs+].[Cs+]. The catalyst is C1(C)C=CC=CC=1.C([O-])(=O)C.[Pd+2].C([O-])(=O)C. The product is [CH3:6][O:7][C:8](=[O:20])[C:9]1[CH:14]=[C:13]([S:15]([CH3:18])(=[O:17])=[O:16])[N:12]=[C:11]([NH:5][CH:1]2[CH2:4][CH2:3][CH2:2]2)[CH:10]=1. The yield is 0.900. (3) The reactants are [CH3:1][O:2][C:3]1[CH:4]=[C:5]([NH:11][CH:12]=[C:13]2[C:18]3=[N:19][C:20]4[C:21]([CH3:27])=[CH:22][CH:23]=[CH:24][C:25]=4[CH:26]=[C:17]3[C:16](=[O:28])[O:15][C:14]2=[O:29])[CH:6]=[CH:7][C:8]=1[O:9][CH3:10].NC1C=C(OC)C(OC)=CC=1.N1C=CC=CC=1. The catalyst is C(N(CC)CC)C. The product is [CH3:1][O:2][C:3]1[CH:4]=[C:5]([N:11]2[CH:12]=[C:13]([C:14]([OH:15])=[O:29])[C:18]3[N:19]=[C:20]4[C:21]([CH3:27])=[CH:22][CH:23]=[CH:24][C:25]4=[CH:26][C:17]=3[C:16]2=[O:28])[CH:6]=[CH:7][C:8]=1[O:9][CH3:10]. The yield is 0.780. (4) The reactants are [CH2:1]([C:3]([C:21]1[CH:26]=[CH:25][C:24](OS(C(F)(F)F)(=O)=O)=[C:23]([CH3:35])[CH:22]=1)([C:6]1[CH:11]=[CH:10][C:9](/[CH:12]=[CH:13]/[C:14]2([OH:19])[CH2:18][CH2:17][CH2:16][CH2:15]2)=[C:8]([CH3:20])[CH:7]=1)[CH2:4][CH3:5])[CH3:2].C([O-])(=O)C.[K+].[B:50]1([B:50]2[O:54][C:53]([CH3:56])([CH3:55])[C:52]([CH3:58])([CH3:57])[O:51]2)[O:54][C:53]([CH3:56])([CH3:55])[C:52]([CH3:58])([CH3:57])[O:51]1.O. The catalyst is O1CCOCC1.C1(P([C-]2C=CC=C2)C2C=CC=CC=2)C=CC=CC=1.[CH-]1C=CC=C1.[Fe+2].C1C=CC(P(C2C=CC=CC=2)[C-]2C=CC=C2)=CC=1.C1C=CC(P(C2C=CC=CC=2)[C-]2C=CC=C2)=CC=1.Cl[Pd]Cl.[Fe+2]. The product is [CH2:1]([C:3]([C:6]1[CH:11]=[CH:10][C:9](/[CH:12]=[CH:13]/[C:14]2([OH:19])[CH2:15][CH2:16][CH2:17][CH2:18]2)=[C:8]([CH3:20])[CH:7]=1)([C:21]1[CH:26]=[CH:25][C:24]([B:50]2[O:51][C:52]([CH3:57])([CH3:58])[C:53]([CH3:55])([CH3:56])[O:54]2)=[C:23]([CH3:35])[CH:22]=1)[CH2:4][CH3:5])[CH3:2]. The yield is 0.320. (5) The reactants are [CH3:1][O:2][C:3]1[CH:8]=[C:7]([CH3:9])[CH:6]=[CH:5][C:4]=1[OH:10].[H-].[Na+].[Br:13][CH2:14][CH2:15]Br.Cl. The catalyst is CN(C=O)C. The product is [Br:13][CH2:14][CH2:15][O:10][C:4]1[CH:5]=[CH:6][C:7]([CH3:9])=[CH:8][C:3]=1[O:2][CH3:1]. The yield is 0.240. (6) The reactants are [OH:1][C:2]1[CH:29]=[CH:28][C:5]([C:6]([NH:8][C:9]2[S:13][C:12]([NH:14][C:15]3[CH:24]=[CH:23][C:22]4[C:17](=[CH:18][CH:19]=[CH:20][CH:21]=4)[CH:16]=3)=[N:11][C:10]=2[C:25]([NH2:27])=[O:26])=[O:7])=[CH:4][CH:3]=1.[C:30]([O-:33])([O-])=O.[K+].[K+].[CH3:36]N(C=O)C. The catalyst is O. The product is [OH:33][CH2:30][CH2:36][O:1][C:2]1[CH:29]=[CH:28][C:5]([C:6]([NH:8][C:9]2[S:13][C:12]([NH:14][C:15]3[CH:24]=[CH:23][C:22]4[C:17](=[CH:18][CH:19]=[CH:20][CH:21]=4)[CH:16]=3)=[N:11][C:10]=2[C:25]([NH2:27])=[O:26])=[O:7])=[CH:4][CH:3]=1. The yield is 0.180. (7) The reactants are Cl.[Cl:2][C:3]1[CH:4]=[C:5]([NH:10][C:11]([CH:13]2[CH2:18][CH2:17][NH:16][CH2:15][CH2:14]2)=[O:12])[CH:6]=[CH:7][C:8]=1[Cl:9].C(N(C(C)C)CC)(C)C.[CH:28]([C@@H:30]1[CH2:35][CH2:34][CH2:33][N:32]([C:36]([O:38][C:39]([CH3:42])([CH3:41])[CH3:40])=[O:37])[CH2:31]1)=O.C(O[BH-](OC(=O)C)OC(=O)C)(=O)C.[Na+]. The catalyst is ClCCl. The product is [Cl:2][C:3]1[CH:4]=[C:5]([NH:10][C:11]([CH:13]2[CH2:14][CH2:15][N:16]([CH2:28][C@@H:30]3[CH2:35][CH2:34][CH2:33][N:32]([C:36]([O:38][C:39]([CH3:40])([CH3:42])[CH3:41])=[O:37])[CH2:31]3)[CH2:17][CH2:18]2)=[O:12])[CH:6]=[CH:7][C:8]=1[Cl:9]. The yield is 1.00. (8) The reactants are [C:1]([NH:9][C@@H:10]1[CH2:15][CH2:14][CH2:13][CH2:12][C@@H:11]1[C:16]([N:18]1[C@@H:30]2[C@@H:21]([C@H:22]([C:31]3[N:32](C(OCC4C=CC=CC=4)=O)[CH:33]=[CH:34][CH:35]=3)[NH:23][C:24]3[CH:25]=[CH:26][CH:27]=[CH:28][C:29]=32)[CH2:20][CH2:19]1)=[O:17])(=[O:8])[C:2]1[CH:7]=[CH:6][CH:5]=[CH:4][CH:3]=1. The catalyst is CO.[Pd]. The product is [NH:32]1[CH:33]=[CH:34][CH:35]=[C:31]1[C@@H:22]1[C@@H:21]2[CH2:20][CH2:19][N:18]([C:16]([C@H:11]3[CH2:12][CH2:13][CH2:14][CH2:15][C@H:10]3[NH:9][C:1](=[O:8])[C:2]3[CH:7]=[CH:6][CH:5]=[CH:4][CH:3]=3)=[O:17])[C@@H:30]2[C:29]2[CH:28]=[CH:27][CH:26]=[CH:25][C:24]=2[NH:23]1. The yield is 0.200. (9) The reactants are [OH:1][CH2:2][C:3]1([C:14]([O:16][CH2:17][CH3:18])=[O:15])[CH2:8][CH2:7][C:6]([O:9][Si](C)(C)C)=[CH:5][CH2:4]1.Cl. The catalyst is C1COCC1. The product is [OH:1][CH2:2][C:3]1([C:14]([O:16][CH2:17][CH3:18])=[O:15])[CH2:4][CH2:5][C:6](=[O:9])[CH2:7][CH2:8]1. The yield is 0.374. (10) The reactants are [CH3:1][CH:2]([C:6](O)=O)[C:3]([OH:5])=[O:4].N1CCCCC1.N1C=CC=CC=1.[F:21][C:22]1[CH:29]=[CH:28][C:25](C=O)=[CH:24][CH:23]=1. The catalyst is C(OCC)C.O. The product is [F:21][C:22]1[CH:29]=[CH:28][C:25](/[CH:6]=[C:2](\[CH3:1])/[C:3]([OH:5])=[O:4])=[CH:24][CH:23]=1. The yield is 0.610.